This data is from NCI-60 drug combinations with 297,098 pairs across 59 cell lines. The task is: Regression. Given two drug SMILES strings and cell line genomic features, predict the synergy score measuring deviation from expected non-interaction effect. (1) Drug 1: C1=C(C(=O)NC(=O)N1)N(CCCl)CCCl. Drug 2: CCN(CC)CCCC(C)NC1=C2C=C(C=CC2=NC3=C1C=CC(=C3)Cl)OC. Cell line: CCRF-CEM. Synergy scores: CSS=60.4, Synergy_ZIP=-11.5, Synergy_Bliss=-14.3, Synergy_Loewe=-16.5, Synergy_HSA=-11.6. (2) Drug 1: C1=NC(=NC(=O)N1C2C(C(C(O2)CO)O)O)N. Drug 2: C(CN)CNCCSP(=O)(O)O. Cell line: SNB-19. Synergy scores: CSS=25.0, Synergy_ZIP=-3.57, Synergy_Bliss=0.180, Synergy_Loewe=-42.8, Synergy_HSA=3.14. (3) Drug 1: C1=CC(=CC=C1CCCC(=O)O)N(CCCl)CCCl. Drug 2: C1=NC2=C(N=C(N=C2N1C3C(C(C(O3)CO)O)O)F)N. Cell line: MALME-3M. Synergy scores: CSS=9.00, Synergy_ZIP=-3.99, Synergy_Bliss=-5.72, Synergy_Loewe=-6.53, Synergy_HSA=-4.82. (4) Drug 1: CC1C(C(=O)NC(C(=O)N2CCCC2C(=O)N(CC(=O)N(C(C(=O)O1)C(C)C)C)C)C(C)C)NC(=O)C3=C4C(=C(C=C3)C)OC5=C(C(=O)C(=C(C5=N4)C(=O)NC6C(OC(=O)C(N(C(=O)CN(C(=O)C7CCCN7C(=O)C(NC6=O)C(C)C)C)C)C(C)C)C)N)C. Drug 2: CC1=C(N=C(N=C1N)C(CC(=O)N)NCC(C(=O)N)N)C(=O)NC(C(C2=CN=CN2)OC3C(C(C(C(O3)CO)O)O)OC4C(C(C(C(O4)CO)O)OC(=O)N)O)C(=O)NC(C)C(C(C)C(=O)NC(C(C)O)C(=O)NCCC5=NC(=CS5)C6=NC(=CS6)C(=O)NCCC[S+](C)C)O. Cell line: PC-3. Synergy scores: CSS=12.5, Synergy_ZIP=-4.93, Synergy_Bliss=-2.77, Synergy_Loewe=-0.319, Synergy_HSA=0.249. (5) Drug 1: CC1=CC=C(C=C1)C2=CC(=NN2C3=CC=C(C=C3)S(=O)(=O)N)C(F)(F)F. Drug 2: C1=NC2=C(N=C(N=C2N1C3C(C(C(O3)CO)O)F)Cl)N. Cell line: RXF 393. Synergy scores: CSS=-0.866, Synergy_ZIP=0.723, Synergy_Bliss=0.712, Synergy_Loewe=-0.584, Synergy_HSA=-0.643.